Task: Regression. Given two drug SMILES strings and cell line genomic features, predict the synergy score measuring deviation from expected non-interaction effect.. Dataset: NCI-60 drug combinations with 297,098 pairs across 59 cell lines (1) Drug 1: CN(C)N=NC1=C(NC=N1)C(=O)N. Drug 2: CN1C2=C(C=C(C=C2)N(CCCl)CCCl)N=C1CCCC(=O)O.Cl. Cell line: LOX IMVI. Synergy scores: CSS=38.6, Synergy_ZIP=-14.5, Synergy_Bliss=-8.84, Synergy_Loewe=-5.53, Synergy_HSA=-3.70. (2) Drug 1: CC1=C(N=C(N=C1N)C(CC(=O)N)NCC(C(=O)N)N)C(=O)NC(C(C2=CN=CN2)OC3C(C(C(C(O3)CO)O)O)OC4C(C(C(C(O4)CO)O)OC(=O)N)O)C(=O)NC(C)C(C(C)C(=O)NC(C(C)O)C(=O)NCCC5=NC(=CS5)C6=NC(=CS6)C(=O)NCCC[S+](C)C)O. Drug 2: CC(C)(C#N)C1=CC(=CC(=C1)CN2C=NC=N2)C(C)(C)C#N. Cell line: HCT116. Synergy scores: CSS=40.6, Synergy_ZIP=-0.286, Synergy_Bliss=-2.05, Synergy_Loewe=-10.6, Synergy_HSA=-3.04.